This data is from Catalyst prediction with 721,799 reactions and 888 catalyst types from USPTO. The task is: Predict which catalyst facilitates the given reaction. (1) Reactant: [CH3:1][Si](Cl)(C)C.[F:6][C:7]1[CH:12]=[CH:11][CH:10]=[CH:9][C:8]=1[CH2:13][C:14]([OH:16])=[O:15]. Product: [F:6][C:7]1[CH:12]=[CH:11][CH:10]=[CH:9][C:8]=1[CH2:13][C:14]([O:16][CH3:1])=[O:15]. The catalyst class is: 5. (2) Reactant: [CH3:1][S:2][C:3]1[CH:8]=[C:7]([CH2:9][CH2:10][C:11]([O:13][C:14]([CH3:17])([CH3:16])[CH3:15])=[O:12])[CH:6]=[C:5]([C:18]2[S:19][C:20]3[CH:28]=[CH:27][CH:26]=[CH:25][C:21]=3[C:22](=[O:24])[N:23]=2)[N:4]=1.ClC1C=CC=C(C(OO)=[O:37])C=1. Product: [CH3:1][S:2]([C:3]1[CH:8]=[C:7]([CH2:9][CH2:10][C:11]([O:13][C:14]([CH3:17])([CH3:16])[CH3:15])=[O:12])[CH:6]=[C:5]([C:18]2[S:19][C:20]3[CH:28]=[CH:27][CH:26]=[CH:25][C:21]=3[C:22](=[O:24])[N:23]=2)[N:4]=1)=[O:37]. The catalyst class is: 22.